Dataset: Catalyst prediction with 721,799 reactions and 888 catalyst types from USPTO. Task: Predict which catalyst facilitates the given reaction. (1) Reactant: CC(C)([O-])C.[K+].[CH2:7]([O:14][C:15]1[CH:16]=[C:17]([CH:31]=[CH:32][CH:33]=1)[C:18]([NH:20][C:21]1[CH:26]=[CH:25][CH:24]=[CH:23][C:22]=1[S:27]([NH2:30])(=[O:29])=[O:28])=[O:19])[C:8]1[CH:13]=[CH:12][CH:11]=[CH:10][CH:9]=1.[CH:34]1([C:40](Cl)=[O:41])[CH2:39][CH2:38][CH2:37][CH2:36][CH2:35]1.[Cl-].[NH4+]. Product: [CH2:7]([O:14][C:15]1[CH:16]=[C:17]([CH:31]=[CH:32][CH:33]=1)[C:18]([NH:20][C:21]1[CH:26]=[CH:25][CH:24]=[CH:23][C:22]=1[S:27]([NH:30][C:40]([CH:34]1[CH2:39][CH2:38][CH2:37][CH2:36][CH2:35]1)=[O:41])(=[O:29])=[O:28])=[O:19])[C:8]1[CH:9]=[CH:10][CH:11]=[CH:12][CH:13]=1. The catalyst class is: 7. (2) Reactant: FC(F)(F)C(O)=O.[CH3:8][N:9]1[C:17]2[C:12](=[CH:13][CH:14]=[CH:15][CH:16]=2)[CH:11]=[C:10]1[C:18]([NH:20][CH2:21][C:22]1[CH:23]=[C:24]2[C:29](=[CH:30][CH:31]=1)[CH2:28][N:27](C(OC(C)(C)C)=O)[CH2:26][CH2:25]2)=[O:19].[OH-].[Na+]. Product: [CH3:8][N:9]1[C:17]2[C:12](=[CH:13][CH:14]=[CH:15][CH:16]=2)[CH:11]=[C:10]1[C:18]([NH:20][CH2:21][C:22]1[CH:23]=[C:24]2[C:29](=[CH:30][CH:31]=1)[CH2:28][NH:27][CH2:26][CH2:25]2)=[O:19]. The catalyst class is: 22. (3) Reactant: [CH3:1][S:2]([N:5]1[CH2:10][CH2:9][N:8]([C:11]2[CH:16]=[CH:15][C:14]([N:17]3[C:26]4[C:21](=[CH:22][CH:23]=[CH:24][CH:25]=4)[N:20](C(O)=O)[CH2:19][CH2:18]3)=[CH:13][CH:12]=2)[CH2:7][CH2:6]1)(=[O:4])=[O:3].Cl. Product: [CH3:1][S:2]([N:5]1[CH2:6][CH2:7][N:8]([C:11]2[CH:12]=[CH:13][C:14]([N:17]3[C:26]4[C:21](=[CH:22][CH:23]=[CH:24][CH:25]=4)[NH:20][CH2:19][CH2:18]3)=[CH:15][CH:16]=2)[CH2:9][CH2:10]1)(=[O:4])=[O:3]. The catalyst class is: 269. (4) The catalyst class is: 26. Product: [CH2:11]([O:13][C:14]([C:16]1[NH:17][C:18]([CH:3]=[O:4])=[CH:19][CH:20]=1)=[O:15])[CH3:12]. Reactant: CN(C)[CH:3]=[O:4].P(Cl)(Cl)(Cl)=O.[CH2:11]([O:13][C:14]([C:16]1[NH:17][CH:18]=[CH:19][CH:20]=1)=[O:15])[CH3:12].O.O.O.C([O-])(=O)C.[NH4+]. (5) Product: [CH3:1][O:2][CH2:3][O:4][C:5]1[CH:14]=[CH:13][C:12]([CH2:15][CH2:16][CH3:17])=[CH:11][C:6]=1[CH2:7][OH:8]. The catalyst class is: 7. Reactant: [CH3:1][O:2][CH2:3][O:4][C:5]1[CH:14]=[CH:13][C:12]([CH2:15][CH2:16][CH3:17])=[CH:11][C:6]=1[C:7](OC)=[O:8].[H-].[Al+3].[Li+].[H-].[H-].[H-].O.O.O.O.O.O.O.O.O.O.[O-]S([O-])(=O)=O.[Na+].[Na+].